This data is from TCR-epitope binding with 47,182 pairs between 192 epitopes and 23,139 TCRs. The task is: Binary Classification. Given a T-cell receptor sequence (or CDR3 region) and an epitope sequence, predict whether binding occurs between them. The epitope is FVDGVPFVV. The TCR CDR3 sequence is CASSLAEDTQYF. Result: 1 (the TCR binds to the epitope).